The task is: Predict which catalyst facilitates the given reaction.. This data is from Catalyst prediction with 721,799 reactions and 888 catalyst types from USPTO. (1) Reactant: Br[CH:2]([C:4]1[C:13]([C:14]2[CH:19]=[CH:18][CH:17]=[CH:16][CH:15]=2)=[C:12]([S:20][CH3:21])[C:11]2[C:6](=[CH:7][CH:8]=[C:9]([F:22])[CH:10]=2)[N:5]=1)[CH3:3].[K].[C:24]1(=[O:34])[NH:28][C:27](=[O:29])[C:26]2=[CH:30][CH:31]=[CH:32][CH:33]=[C:25]12. The catalyst class is: 3. Product: [F:22][C:9]1[CH:10]=[C:11]2[C:6](=[CH:7][CH:8]=1)[N:5]=[C:4]([CH:2]([N:28]1[C:24](=[O:34])[C:25]3[C:26](=[CH:30][CH:31]=[CH:32][CH:33]=3)[C:27]1=[O:29])[CH3:3])[C:13]([C:14]1[CH:19]=[CH:18][CH:17]=[CH:16][CH:15]=1)=[C:12]2[S:20][CH3:21]. (2) Reactant: Br[C:2]1[CH:11]=[CH:10][C:5]([C:6]([O:8][CH3:9])=[O:7])=[CH:4][C:3]=1[CH3:12].C([Sn](CCCC)(CCCC)[C:18]([O:20][CH2:21][CH3:22])=[CH2:19])CCC. Product: [CH2:21]([O:20][C:18]([C:2]1[CH:11]=[CH:10][C:5]([C:6]([O:8][CH3:9])=[O:7])=[CH:4][C:3]=1[CH3:12])=[CH2:19])[CH3:22]. The catalyst class is: 12.